Dataset: Reaction yield outcomes from USPTO patents with 853,638 reactions. Task: Predict the reaction yield, written as a fraction of the theoretical maximum amount of product (1.0 means a 100% yield; for example, 0.34 means a 34% yield). (1) The reactants are [OH:1][C:2]1[CH:9]=[C:8]([O:10][CH3:11])[CH:7]=[CH:6][C:3]=1[CH:4]=[O:5].[Br-:12].[Br-].[Br-].C([N+](CCCC)(CCCC)CCCC)CCC.C([N+](CCCC)(CCCC)CCCC)CCC.C([N+](CCCC)(CCCC)CCCC)CCC. The catalyst is ClCCl. The product is [Br:12][C:7]1[CH:6]=[C:3]([C:2]([OH:1])=[CH:9][C:8]=1[O:10][CH3:11])[CH:4]=[O:5]. The yield is 0.760. (2) The reactants are [O-:1][CH2:2][CH3:3].[Na+].[Na].FC1[CH:12]=[C:11]([Cl:13])[C:10]([N+:14]([O-:16])=[O:15])=[CH:9][C:8]=1C.[CH3:18][CH2:19]O. No catalyst specified. The product is [Cl:13][C:11]1[CH:12]=[C:2]([O:1][CH2:18][CH3:19])[CH:3]=[C:9]([CH3:8])[C:10]=1[N+:14]([O-:16])=[O:15]. The yield is 1.00. (3) The reactants are F[C:2](F)(F)[C:3]([OH:5])=O.[N+:8]([C:11]1[CH:16]=[CH:15][C:14]([N:17]2[CH2:21][CH2:20][C@@H:19]([NH2:22])[CH2:18]2)=[CH:13][CH:12]=1)([O-:10])=[O:9].C([O-])(=O)C.[Na+].C(OC(=O)C)(=O)C. The catalyst is C(O)(=O)C. The product is [N+:8]([C:11]1[CH:16]=[CH:15][C:14]([N:17]2[CH2:21][CH2:20][C@@H:19]([NH:22][C:3](=[O:5])[CH3:2])[CH2:18]2)=[CH:13][CH:12]=1)([O-:10])=[O:9]. The yield is 0.840. (4) The reactants are [CH3:1][N:2]1[CH:6]=[C:5]([C:7]2[CH:8]=[C:9]3[C:14](=[CH:15][CH:16]=2)[N:13]([C:17]2[C:21]4[CH2:22][NH:23][CH2:24][CH2:25][C:20]=4[N:19]([CH:26]4[CH2:31][CH2:30][O:29][CH2:28][CH2:27]4)[N:18]=2)[CH2:12][CH2:11][CH2:10]3)[CH:4]=[N:3]1.[C:32](Cl)(=[O:35])[CH2:33][CH3:34].O. The catalyst is C(Cl)Cl. The product is [CH3:1][N:2]1[CH:6]=[C:5]([C:7]2[CH:8]=[C:9]3[C:14](=[CH:15][CH:16]=2)[N:13]([C:17]2[C:21]4[CH2:22][N:23]([C:32](=[O:35])[CH2:33][CH3:34])[CH2:24][CH2:25][C:20]=4[N:19]([CH:26]4[CH2:31][CH2:30][O:29][CH2:28][CH2:27]4)[N:18]=2)[CH2:12][CH2:11][CH2:10]3)[CH:4]=[N:3]1. The yield is 0.420. (5) The reactants are [NH2:1][C:2]1[CH:18]=[CH:17][C:5]([O:6][CH2:7][CH2:8][NH:9]C(=O)OC(C)(C)C)=[C:4]([C:19]2[N:23]([CH3:24])[N:22]=[CH:21][C:20]=2[Br:25])[CH:3]=1.[Cl:26][C:27]1[CH:35]=[C:34]2[C:30]([CH2:31][CH2:32][NH:33]2)=[CH:29][CH:28]=1.Cl.CN([CH:40]=[O:41])C. No catalyst specified. The product is [NH2:9][CH2:8][CH2:7][O:6][C:5]1[CH:17]=[CH:18][C:2]([NH:1][C:40]([N:33]2[C:34]3[C:30](=[CH:29][CH:28]=[C:27]([Cl:26])[CH:35]=3)[CH2:31][CH2:32]2)=[O:41])=[CH:3][C:4]=1[C:19]1[N:23]([CH3:24])[N:22]=[CH:21][C:20]=1[Br:25]. The yield is 0.201. (6) The reactants are [CH3:1][O:2][C:3](=[O:29])[C:4]([NH:18]C(OCC1C=CC=CC=1)=O)=[CH:5][C:6]1[CH:7]=[C:8]2[C:12](=[C:13]([CH:15]([CH3:17])[CH3:16])[CH:14]=1)[NH:11][N:10]=[CH:9]2. The catalyst is CO.[Pd]. The product is [CH3:1][O:2][C:3](=[O:29])[CH:4]([NH2:18])[CH2:5][C:6]1[CH:7]=[C:8]2[C:12](=[C:13]([CH:15]([CH3:16])[CH3:17])[CH:14]=1)[NH:11][N:10]=[CH:9]2. The yield is 0.900. (7) The reactants are BrC1OC(CNC([C:11]2[CH:12]=[C:13]3[C:18](=[CH:19][CH:20]=2)[N:17]=[CH:16][CH:15]=[CH:14]3)=O)=CC=1.[C:21]1(B(O)O)[CH:26]=[CH:25][CH:24]=[CH:23][CH:22]=1.[C:30](=[O:33])([O-])[O-].[K+].[K+].[OH2:36]. The catalyst is O1CCOCC1.C1C=CC([P]([Pd]([P](C2C=CC=CC=2)(C2C=CC=CC=2)C2C=CC=CC=2)([P](C2C=CC=CC=2)(C2C=CC=CC=2)C2C=CC=CC=2)[P](C2C=CC=CC=2)(C2C=CC=CC=2)C2C=CC=CC=2)(C2C=CC=CC=2)C2C=CC=CC=2)=CC=1.C(OCC)(=O)C. The product is [C:21]1([C:12]2[O:36][C:15]([CH2:16][NH:17][C:30]([C:16]3[CH:15]=[CH:14][C:13]4[C:18](=[CH:19][CH:20]=[CH:11][CH:12]=4)[N:17]=3)=[O:33])=[CH:14][CH:13]=2)[CH:26]=[CH:25][CH:24]=[CH:23][CH:22]=1. The yield is 0.330.